Predict the reaction yield, written as a fraction of the theoretical maximum amount of product (1.0 means a 100% yield; for example, 0.34 means a 34% yield). From a dataset of Reaction yield outcomes from USPTO patents with 853,638 reactions. The reactants are [H-].[Al+3].[Li+].[H-].[H-].[H-].[C:7]([C:9]1[CH:14]([C:15]2[CH:16]=[C:17]3[C:21](=[CH:22][CH:23]=2)[NH:20][N:19]=[C:18]3[C:24](N(OC)C)=[O:25])[C:13]([C:30]#[N:31])=[C:12]([CH3:32])[NH:11][C:10]=1[CH3:33])#[N:8]. The catalyst is C1COCC1. The product is [CH:24]([C:18]1[C:17]2[C:21](=[CH:22][CH:23]=[C:15]([CH:14]3[C:13]([C:30]#[N:31])=[C:12]([CH3:32])[NH:11][C:10]([CH3:33])=[C:9]3[C:7]#[N:8])[CH:16]=2)[NH:20][N:19]=1)=[O:25]. The yield is 0.700.